Dataset: Peptide-MHC class II binding affinity with 134,281 pairs from IEDB. Task: Regression. Given a peptide amino acid sequence and an MHC pseudo amino acid sequence, predict their binding affinity value. This is MHC class II binding data. (1) The peptide sequence is AHGETVSAVAELIGD. The MHC is DRB1_0301 with pseudo-sequence DRB1_0301. The binding affinity (normalized) is 0.165. (2) The peptide sequence is QEPFKNLKTGKYAKM. The MHC is DRB1_1001 with pseudo-sequence DRB1_1001. The binding affinity (normalized) is 0.730. (3) The peptide sequence is ASEVFKAVEAYLVAH. The MHC is HLA-DQA10201-DQB10202 with pseudo-sequence HLA-DQA10201-DQB10202. The binding affinity (normalized) is 0.366. (4) The peptide sequence is IGEGKVTLRIRNVRF. The MHC is DRB1_0401 with pseudo-sequence DRB1_0401. The binding affinity (normalized) is 0.158. (5) The peptide sequence is WVMANMAPENLADASL. The MHC is DRB1_0101 with pseudo-sequence DRB1_0101. The binding affinity (normalized) is 0. (6) The peptide sequence is RLLVLDAVALERWPG. The MHC is DRB1_1101 with pseudo-sequence DRB1_1101. The binding affinity (normalized) is 0.195. (7) The peptide sequence is IQYVNYWFAPGAGAA. The MHC is HLA-DQA10102-DQB10602 with pseudo-sequence HLA-DQA10102-DQB10602. The binding affinity (normalized) is 0.367. (8) The peptide sequence is AFILDGMNLFPKV. The MHC is HLA-DQA10501-DQB10201 with pseudo-sequence HLA-DQA10501-DQB10201. The binding affinity (normalized) is 0.405. (9) The peptide sequence is ATTEEQKLIEDINAS. The MHC is HLA-DPA10103-DPB10301 with pseudo-sequence HLA-DPA10103-DPB10301. The binding affinity (normalized) is 0.